From a dataset of CYP1A2 inhibition data for predicting drug metabolism from PubChem BioAssay. Regression/Classification. Given a drug SMILES string, predict its absorption, distribution, metabolism, or excretion properties. Task type varies by dataset: regression for continuous measurements (e.g., permeability, clearance, half-life) or binary classification for categorical outcomes (e.g., BBB penetration, CYP inhibition). Dataset: cyp1a2_veith. (1) The result is 0 (non-inhibitor). The molecule is COc1ccc(CSC2=C(C#N)C(=O)NC3(CCCCC3)S2)cc1. (2) The drug is CC12c3ccccc3C(c3ccccc31)C1C(=O)N(Cc3cccnc3)C(=O)C12. The result is 0 (non-inhibitor).